Predict the product of the given reaction. From a dataset of Forward reaction prediction with 1.9M reactions from USPTO patents (1976-2016). (1) Given the reactants [Br:1][C:2]1[S:3][C:4]([N:11]([C@H:14]2[CH2:19][CH2:18][C@H:17]([N:20]([CH3:22])[CH3:21])[CH2:16][CH2:15]2)[CH2:12][CH3:13])=[C:5]([CH3:10])[C:6]=1[C:7]([OH:9])=O.Cl.[NH2:24][CH2:25][C:26]1[C:27](=[O:34])[NH:28][C:29]([CH3:33])=[CH:30][C:31]=1[CH3:32].C(Cl)C[Cl:37].C1C=NC2N(O)N=NC=2C=1.CN1CCOCC1, predict the reaction product. The product is: [ClH:37].[Br:1][C:2]1[S:3][C:4]([N:11]([C@H:14]2[CH2:15][CH2:16][C@H:17]([N:20]([CH3:21])[CH3:22])[CH2:18][CH2:19]2)[CH2:12][CH3:13])=[C:5]([CH3:10])[C:6]=1[C:7]([NH:24][CH2:25][C:26]1[C:27](=[O:34])[NH:28][C:29]([CH3:33])=[CH:30][C:31]=1[CH3:32])=[O:9]. (2) Given the reactants [C:1]1([CH2:7][SH:8])[CH:6]=[CH:5][CH:4]=[CH:3][CH:2]=1.[H-].[Na+].[Br:11][C:12]1[CH:13]=[CH:14][C:15](Cl)=[N:16][CH:17]=1.O, predict the reaction product. The product is: [Br:11][C:12]1[CH:13]=[CH:14][C:15]([S:8][CH2:7][C:1]2[CH:6]=[CH:5][CH:4]=[CH:3][CH:2]=2)=[N:16][CH:17]=1. (3) Given the reactants [Cl:1][C:2]1[CH:3]=[C:4]([NH:8][C:9]2[C:18]3[C:13](=[CH:14][N:15]=[CH:16][CH:17]=3)[C:12]3=[CH:19][CH:20]=[CH:21][C:22]([C:23](OC)=[O:24])=[C:11]3[N:10]=2)[CH:5]=[CH:6][CH:7]=1.O.[NH2:28][NH2:29], predict the reaction product. The product is: [Cl:1][C:2]1[CH:3]=[C:4]([NH:8][C:9]2[C:18]3[C:13](=[CH:14][N:15]=[CH:16][CH:17]=3)[C:12]3=[CH:19][CH:20]=[CH:21][C:22]([C:23]([NH:28][NH2:29])=[O:24])=[C:11]3[N:10]=2)[CH:5]=[CH:6][CH:7]=1. (4) The product is: [Br:1][CH2:27][C:28]1[CH:38]=[CH:37][C:31]([C:32]([O:34][CH2:35][CH3:36])=[O:33])=[CH:30][C:29]=1[C:39]([F:41])([F:40])[F:42]. Given the reactants [Br:1]N1C(=O)CCC1=O.C(OOC(=O)C1C=CC=CC=1)(=O)C1C=CC=CC=1.[CH3:27][C:28]1[CH:38]=[CH:37][C:31]([C:32]([O:34][CH2:35][CH3:36])=[O:33])=[CH:30][C:29]=1[C:39]([F:42])([F:41])[F:40], predict the reaction product.